This data is from Peptide-MHC class I binding affinity with 185,985 pairs from IEDB/IMGT. The task is: Regression. Given a peptide amino acid sequence and an MHC pseudo amino acid sequence, predict their binding affinity value. This is MHC class I binding data. (1) The binding affinity (normalized) is 0.936. The MHC is HLA-A29:02 with pseudo-sequence HLA-A29:02. The peptide sequence is SVIDHIHYM. (2) The peptide sequence is RTDNGGWAH. The MHC is HLA-B15:01 with pseudo-sequence HLA-B15:01. The binding affinity (normalized) is 0.0847. (3) The peptide sequence is AFPTSCHMFIICF. The MHC is HLA-A30:02 with pseudo-sequence HLA-A30:02. The binding affinity (normalized) is 0.